Dataset: Catalyst prediction with 721,799 reactions and 888 catalyst types from USPTO. Task: Predict which catalyst facilitates the given reaction. (1) Reactant: [CH3:1][C:2]([O:5][C:6]([NH:8][CH:9]1[CH2:13][NH:12][CH2:11][CH2:10]1)=[O:7])([CH3:4])[CH3:3].C(=O)([O-])[O-].[Cs+].[Cs+].Br[C:21]1[CH:22]=[C:23]([Cl:27])[CH:24]=[CH:25][CH:26]=1.C1(P(C2C=CC=CC=2)C2(P(C3C=CC=CC=3)C3C=CC=CC=3)CC=C3C(C=CC=C3)=C2C2C3C(=CC=CC=3)C=CC=2)C=CC=CC=1. Product: [Cl:27][C:23]1[CH:22]=[C:21]([N:12]2[CH2:11][CH2:10][CH:9]([NH:8][C:6](=[O:7])[O:5][C:2]([CH3:1])([CH3:3])[CH3:4])[CH2:13]2)[CH:26]=[CH:25][CH:24]=1. The catalyst class is: 11. (2) Reactant: Br[C:2]1[CH:7]=[CH:6][C:5]([CH2:8][C:9]([CH3:12])([OH:11])[CH3:10])=[CH:4][CH:3]=1.[CH3:13][C:14]1([CH3:30])[C:18]([CH3:20])([CH3:19])[O:17][B:16]([B:16]2[O:17][C:18]([CH3:20])([CH3:19])[C:14]([CH3:30])([CH3:13])[O:15]2)[O:15]1.CC([O-])=O.[K+]. Product: [CH3:10][C:9]([OH:11])([CH3:12])[CH2:8][C:5]1[CH:6]=[CH:7][C:2]([B:16]2[O:17][C:18]([CH3:20])([CH3:19])[C:14]([CH3:30])([CH3:13])[O:15]2)=[CH:3][CH:4]=1. The catalyst class is: 294.